Dataset: Full USPTO retrosynthesis dataset with 1.9M reactions from patents (1976-2016). Task: Predict the reactants needed to synthesize the given product. Given the product [Cl:1][C:2]1[C:3]([CH3:20])=[C:4]([CH:17]=[CH:18][CH:19]=1)[CH2:5][NH2:6], predict the reactants needed to synthesize it. The reactants are: [Cl:1][C:2]1[C:3]([CH3:20])=[C:4]([CH:17]=[CH:18][CH:19]=1)[CH2:5][N:6]1C(=O)C2=CC=CC=C2C1=O.O.NN.O.